This data is from Catalyst prediction with 721,799 reactions and 888 catalyst types from USPTO. The task is: Predict which catalyst facilitates the given reaction. Reactant: N[CH:2]([CH2:6][C:7]([F:10])([F:9])[F:8])[C:3]([OH:5])=[O:4].S(=O)(=O)(O)[OH:12].N([O-])=O.[Na+].[Cl-].[Na+]. Product: [F:8][C:7]([F:10])([F:9])[CH2:6][CH:2]([OH:12])[C:3]([OH:5])=[O:4]. The catalyst class is: 6.